From a dataset of Catalyst prediction with 721,799 reactions and 888 catalyst types from USPTO. Predict which catalyst facilitates the given reaction. (1) Reactant: [CH2:1]([CH:8]1[CH2:13][CH2:12][N:11]([C:14](=[O:18])[C:15]([OH:17])=O)[CH2:10][CH2:9]1)[C:2]1[CH:7]=[CH:6][CH:5]=[CH:4][CH:3]=1.[NH2:19][C:20]1[CH:25]=[CH:24][CH:23]=[CH:22][CH:21]=1. Product: [CH2:1]([CH:8]1[CH2:9][CH2:10][N:11]([C:14](=[O:18])[C:15]([NH:19][C:20]2[CH:25]=[CH:24][CH:23]=[CH:22][CH:21]=2)=[O:17])[CH2:12][CH2:13]1)[C:2]1[CH:3]=[CH:4][CH:5]=[CH:6][CH:7]=1. The catalyst class is: 27. (2) Reactant: Cl.Cl.[O:3]1[CH2:7][CH2:6][C@H:5]([C@:8]2([C:14]([N:16]3[CH2:21][CH2:20][N:19]([C:22]4[CH:27]=[C:26]([C:28]([F:31])([F:30])[F:29])[CH:25]=[CH:24][N:23]=4)[CH2:18][CH2:17]3)=[O:15])[CH2:12][CH2:11][C@@H:10]([NH2:13])[CH2:9]2)[CH2:4]1.[CH3:32][CH:33]1[C:38](=O)[CH2:37][CH2:36][O:35][CH2:34]1.C(N(CC)CC)C.C(O[BH-](OC(=O)C)OC(=O)C)(=O)C.[Na+]. Product: [CH3:32][CH:33]1[C@H:38]([NH:13][C@@H:10]2[CH2:11][CH2:12][C@:8]([C@H:5]3[CH2:6][CH2:7][O:3][CH2:4]3)([C:14]([N:16]3[CH2:17][CH2:18][N:19]([C:22]4[CH:27]=[C:26]([C:28]([F:29])([F:31])[F:30])[CH:25]=[CH:24][N:23]=4)[CH2:20][CH2:21]3)=[O:15])[CH2:9]2)[CH2:37][CH2:36][O:35][CH2:34]1. The catalyst class is: 2. (3) The catalyst class is: 26. Reactant: [O:1]1[C:5]2[CH:6]=[CH:7][CH:8]=[CH:9][C:4]=2[CH2:3][CH2:2]1.[S:10]([Cl:13])(Cl)=[O:11].C(Cl)Cl.[OH2:17]. Product: [O:1]1[C:5]2[CH:6]=[CH:7][C:8]([S:10]([Cl:13])(=[O:11])=[O:17])=[CH:9][C:4]=2[CH2:3][CH2:2]1.